From a dataset of Cav3 T-type calcium channel HTS with 100,875 compounds. Binary Classification. Given a drug SMILES string, predict its activity (active/inactive) in a high-throughput screening assay against a specified biological target. The drug is S1CC(Oc2ccc(cc2)/C=N\NS(=O)(=O)c2ccc(cc2)C)C1. The result is 0 (inactive).